Dataset: Catalyst prediction with 721,799 reactions and 888 catalyst types from USPTO. Task: Predict which catalyst facilitates the given reaction. (1) Reactant: [C:1]([C:3]1[C:4]2([CH2:9][CH2:10][CH2:11][CH:12]=1)[CH2:8][CH2:7][CH2:6][CH2:5]2)#[CH:2].S(=O)(=O)(O)[OH:14].[OH-].[Na+]. Product: [CH2:8]1[C:4]2([CH2:9][CH2:10][CH2:11][CH:12]=[C:3]2[C:1](=[O:14])[CH3:2])[CH2:5][CH2:6][CH2:7]1. The catalyst class is: 15. (2) Reactant: [Cl:1][C:2]1[CH:7]=[CH:6][CH:5]=[C:4]([Cl:8])[C:3]=1[C:9]1[C:13]([CH2:14][OH:15])=[C:12]([CH:16]([CH3:18])[CH3:17])[O:11][N:10]=1.[H-].[Na+].F[C:22]1[CH:23]=[CH:24][C:25]([N+:29]([O-:31])=[O:30])=[C:26]([CH3:28])[CH:27]=1. Product: [Cl:8][C:4]1[CH:5]=[CH:6][CH:7]=[C:2]([Cl:1])[C:3]=1[C:9]1[C:13]([CH2:14][O:15][C:22]2[CH:23]=[CH:24][C:25]([N+:29]([O-:31])=[O:30])=[C:26]([CH3:28])[CH:27]=2)=[C:12]([CH:16]([CH3:18])[CH3:17])[O:11][N:10]=1. The catalyst class is: 9. (3) Reactant: [F:8][C:7]([F:10])([F:9])[C:6](O[C:6](=[O:11])[C:7]([F:10])([F:9])[F:8])=[O:11].[CH:14]([O:16][CH2:17][CH3:18])=[CH2:15].C(=O)(O)[O-].[Na+]. Product: [CH2:17]([O:16][CH:14]=[CH:15][C:6](=[O:11])[C:7]([F:8])([F:9])[F:10])[CH3:18]. The catalyst class is: 4. (4) Reactant: Cl[C:2]1[C:7]2[N:8]=[CH:9][C:10]3[N:11]([CH2:12][N:13]([O:15][CH3:16])[CH:14]=3)[C:6]=2[N:5]([CH2:17][CH2:18][CH3:19])[CH2:4][C:3]=1[CH3:20].[OH-:21].[K+].O.[CH3:24]O. Product: [CH3:24][O:21][C:2]1[C:7]2[N:8]=[CH:9][C:10]3[N:11]([CH2:12][N:13]([O:15][CH3:16])[CH:14]=3)[C:6]=2[N:5]([CH2:17][CH2:18][CH3:19])[CH2:4][C:3]=1[CH3:20]. The catalyst class is: 4. (5) Reactant: C(O[C:4]([C:6]1[S:14][C:9]2=[CH:10]N=C[CH:13]=[C:8]2[C:7]=1[NH:15][C:16]1[CH:21]=[CH:20][C:19]([I:22])=[CH:18][C:17]=1[F:23])=[O:5])C.[OH-].[Na+].[CH3:26][C:27]1([CH3:35])[O:31][C@@H:30]([CH2:32][O:33][NH2:34])[CH2:29][O:28]1.C[CH2:37][N:38]=C=NCCCN(C)C.C1C=CC2N(O)N=NC=2C=1.CCN(C(C)C)C(C)C. Product: [CH3:26][C:27]1([CH3:35])[O:31][C@@H:30]([CH2:32][O:33][NH:34][C:4]([C:6]2[S:14][C:9]3[CH:10]=[CH:37][N:38]=[CH:13][C:8]=3[C:7]=2[NH:15][C:16]2[CH:21]=[CH:20][C:19]([I:22])=[CH:18][C:17]=2[F:23])=[O:5])[CH2:29][O:28]1. The catalyst class is: 219.